From a dataset of Forward reaction prediction with 1.9M reactions from USPTO patents (1976-2016). Predict the product of the given reaction. (1) Given the reactants [NH:1]1[CH2:6][CH2:5][NH:4][CH2:3][CH2:2]1.[Cl:7][C:8]1[CH:13]=[CH:12][CH:11]=[C:10](Cl)[N:9]=1.C(=O)([O-])O.[Na+], predict the reaction product. The product is: [Cl:7][C:8]1[N:9]=[C:10]([N:1]2[CH2:6][CH2:5][NH:4][CH2:3][CH2:2]2)[CH:11]=[CH:12][CH:13]=1. (2) Given the reactants C(O[C:6]([C:8]1[N:9]=[C:10]([C:27]#[N:28])[C:11]2[C:16]([C:17]=1[OH:18])=[CH:15][CH:14]=[C:13]([O:19][C:20]1[CH:25]=[CH:24][C:23]([F:26])=[CH:22][CH:21]=1)[CH:12]=2)=[O:7])CCC.[NH2:29][C:30]([CH3:36])([CH3:35])[CH2:31][C:32]([OH:34])=[O:33].C[O-].[Na+].[OH-].[Na+], predict the reaction product. The product is: [C:27]([C:10]1[C:11]2[C:16](=[CH:15][CH:14]=[C:13]([O:19][C:20]3[CH:21]=[CH:22][C:23]([F:26])=[CH:24][CH:25]=3)[CH:12]=2)[C:17]([OH:18])=[C:8]([C:6]([NH:29][C:30]([CH3:36])([CH3:35])[CH2:31][C:32]([OH:34])=[O:33])=[O:7])[N:9]=1)#[N:28]. (3) Given the reactants [N:1]1[CH:6]=[CH:5][C:4]([N:7]2[CH2:16][CH2:15][CH:10]([C:11](OC)=[O:12])[CH2:9][CH2:8]2)=[CH:3][CH:2]=1.[H-].[Al+3].[Li+].[H-].[H-].[H-].[OH-].[Na+].C(C(C(C([O-])=O)O)O)([O-])=O.[Na+].[Na+].C(C(C(C([O-])=O)O)O)([O-])=O.[K+].[K+], predict the reaction product. The product is: [N:1]1[CH:6]=[CH:5][C:4]([N:7]2[CH2:8][CH2:9][CH:10]([CH2:11][OH:12])[CH2:15][CH2:16]2)=[CH:3][CH:2]=1. (4) The product is: [CH2:20]([O:22][C:23](=[O:24])[C:25]1[CH:30]=[CH:29][C:28]([C:2]2[CH:19]=[N:18][C:5]3[NH:6][CH2:7][CH2:8][N:9]([C:10](=[O:11])[C:12]4[CH:17]=[CH:16][CH:15]=[CH:14][CH:13]=4)[C:4]=3[CH:3]=2)=[CH:27][CH:26]=1)[CH3:21]. Given the reactants I[C:2]1[CH:19]=[N:18][C:5]2[NH:6][CH2:7][CH2:8][N:9]([C:10]([C:12]3[CH:17]=[CH:16][CH:15]=[CH:14][CH:13]=3)=[O:11])[C:4]=2[CH:3]=1.[CH2:20]([O:22][C:23]([C:25]1[CH:30]=[CH:29][C:28](B(O)O)=[CH:27][CH:26]=1)=[O:24])[CH3:21], predict the reaction product. (5) The product is: [CH3:1][O:2][C:3]1[CH:4]=[C:5]([CH:34]=[CH:35][C:36]=1[O:37][CH2:38][C:39]1[CH:40]=[N:41][C:42]([O:45][CH3:46])=[CH:43][CH:44]=1)[CH2:6][N:7]1[C:11]2[CH:12]=[CH:13][C:14]([C:16]3[O:20][C:19]([CH:21]4[CH2:26][CH2:25][NH:24][CH2:23][CH2:22]4)=[N:18][N:17]=3)=[CH:15][C:10]=2[N:9]=[CH:8]1. Given the reactants [CH3:1][O:2][C:3]1[CH:4]=[C:5]([CH:34]=[CH:35][C:36]=1[O:37][CH2:38][C:39]1[CH:40]=[N:41][C:42]([O:45][CH3:46])=[CH:43][CH:44]=1)[CH2:6][N:7]1[C:11]2[CH:12]=[CH:13][C:14]([C:16]3[O:20][C:19]([CH:21]4[CH2:26][CH2:25][N:24](C(OC(C)(C)C)=O)[CH2:23][CH2:22]4)=[N:18][N:17]=3)=[CH:15][C:10]=2[N:9]=[CH:8]1.FC(F)(F)C(O)=O, predict the reaction product. (6) Given the reactants [Br:1][C:2]1[CH:3]=[C:4]2[N:10]=[C:9]([CH3:11])[NH:8][C:5]2=[N:6][CH:7]=1.[H-].[Na+].[CH3:14][Si:15]([CH2:18][CH2:19][O:20][CH2:21]Cl)([CH3:17])[CH3:16], predict the reaction product. The product is: [Br:1][C:2]1[CH:3]=[C:4]2[N:10]=[C:9]([CH3:11])[N:8]([CH2:21][O:20][CH2:19][CH2:18][Si:15]([CH3:17])([CH3:16])[CH3:14])[C:5]2=[N:6][CH:7]=1.